This data is from Full USPTO retrosynthesis dataset with 1.9M reactions from patents (1976-2016). The task is: Predict the reactants needed to synthesize the given product. (1) Given the product [CH3:27][O:26][C:18]1[CH:17]=[C:16]([CH:21]=[C:20]([O:22][CH3:23])[C:19]=1[O:24][CH3:25])[NH:13][C:12]1[C:11]2[CH:10]=[C:9]3[N:28]=[CH:29][N:30]=[C:8]3[CH2:7][C:6]=2[N:5]=[CH:4][C:3]=1[C:1]#[N:2], predict the reactants needed to synthesize it. The reactants are: [C:1]([C:3]1[CH:4]=[N:5][C:6]2[CH2:7][C:8]3[C:9]([N:28]=[CH:29][N:30]=3)=[CH:10][C:11]=2[C:12]=1[N:13]([C:16]1[CH:21]=[C:20]([O:22][CH3:23])[C:19]([O:24][CH3:25])=[C:18]([O:26][CH3:27])[CH:17]=1)C=O)#[N:2].C(=O)([O-])[O-].[K+].[K+]. (2) The reactants are: [NH:1]([C:3]1[N:8]([CH2:9][CH:10]([CH3:12])[CH3:11])[C:7](=[O:13])[N:6]([CH3:14])[C:5](=[O:15])[CH:4]=1)[NH2:2].[N+:16]([C:19]1[CH:20]=[C:21]2[C:25](=[CH:26][CH:27]=1)[NH:24][CH:23]=[C:22]2[CH:28]=O)([O-:18])=[O:17].[CH3:30][N:31]1[CH:35]=[CH:34][N:33]=[C:32]1[CH:36]=O. Given the product [CH2:9]([N:8]1[C:3]2=[N:1][N:2]([CH2:28][C:22]3[C:21]4[C:25](=[CH:26][CH:27]=[C:19]([N+:16]([O-:18])=[O:17])[CH:20]=4)[NH:24][CH:23]=3)[C:36]([C:32]3[N:31]([CH3:30])[CH:35]=[CH:34][N:33]=3)=[C:4]2[C:5](=[O:15])[N:6]([CH3:14])[C:7]1=[O:13])[CH:10]([CH3:11])[CH3:12], predict the reactants needed to synthesize it. (3) Given the product [C:11]([O:10][C:9]([N:8]([C:16]([O:18][C:19]([CH3:22])([CH3:21])[CH3:20])=[O:17])[C:5]1[N:6]=[CH:7][C:2]([C:57]2[CH:56]=[CH:55][C:38]([C:39]([N:41]3[CH2:47][CH2:46][CH2:45][N:44]([C:48]([O:50][C:51]([CH3:52])([CH3:54])[CH3:53])=[O:49])[CH2:43][CH2:42]3)=[O:40])=[CH:37][C:36]=2[C:34]#[N:35])=[N:3][C:4]=1[C:23]1[O:24][C:25]([C:28]2[S:29][CH:30]=[CH:31][C:32]=2[CH3:33])=[N:26][N:27]=1)=[O:15])([CH3:14])([CH3:13])[CH3:12], predict the reactants needed to synthesize it. The reactants are: Br[C:2]1[N:3]=[C:4]([C:23]2[O:24][C:25]([C:28]3[S:29][CH:30]=[CH:31][C:32]=3[CH3:33])=[N:26][N:27]=2)[C:5]([N:8]([C:16]([O:18][C:19]([CH3:22])([CH3:21])[CH3:20])=[O:17])[C:9](=[O:15])[O:10][C:11]([CH3:14])([CH3:13])[CH3:12])=[N:6][CH:7]=1.[C:34]([C:36]1[CH:37]=[C:38]([CH:55]=[CH:56][C:57]=1B1OC(C)(C)C(C)(C)O1)[C:39]([N:41]1[CH2:47][CH2:46][CH2:45][N:44]([C:48]([O:50][C:51]([CH3:54])([CH3:53])[CH3:52])=[O:49])[CH2:43][CH2:42]1)=[O:40])#[N:35].C([O-])([O-])=O.[Na+].[Na+]. (4) Given the product [Cl:15][C:13]1[CH:12]=[CH:11][C:9]2[O:10][C:3]3[C:2]([N:16]4[CH2:20][CH2:19][C@H:18]([NH:21][C:22](=[O:28])[O:23][C:24]([CH3:26])([CH3:25])[CH3:27])[CH2:17]4)=[N:7][CH:6]=[N:5][C:4]=3[C:8]=2[CH:14]=1, predict the reactants needed to synthesize it. The reactants are: Cl[C:2]1[C:3]2[O:10][C:9]3[CH:11]=[CH:12][C:13]([Cl:15])=[CH:14][C:8]=3[C:4]=2[N:5]=[CH:6][N:7]=1.[NH:16]1[CH2:20][CH2:19][C@H:18]([NH:21][C:22](=[O:28])[O:23][C:24]([CH3:27])([CH3:26])[CH3:25])[CH2:17]1. (5) Given the product [CH3:9][C:10]1[CH:14]=[C:13]([Si:18]([CH3:20])([CH3:19])[CH3:17])[S:12][C:11]=1[C:15]#[N:16], predict the reactants needed to synthesize it. The reactants are: [Li+].CC([N-]C(C)C)C.[CH3:9][C:10]1[CH:14]=[CH:13][S:12][C:11]=1[C:15]#[N:16].[CH3:17][Si:18](Cl)([CH3:20])[CH3:19]. (6) Given the product [F:30][C:27]1[CH:28]=[CH:29][C:24]([C:21]2[CH:22]=[CH:23][C:18]3[N:19]([C:15]([S:56][C:37]4[CH:36]=[CH:35][C:40]5[N:41]=[C:42]([NH:44][CH2:48][CH2:49][N:50]6[CH2:55][CH2:54][O:53][CH2:52][CH2:51]6)[S:43][C:39]=5[CH:38]=4)=[N:16][N:17]=3)[N:20]=2)=[CH:25][CH:26]=1, predict the reactants needed to synthesize it. The reactants are: P([O-])(O)(O)=O.SCC(C(CS)O)O.Cl[C:15]1[N:19]2[N:20]=[C:21]([C:24]3[CH:29]=[CH:28][C:27]([F:30])=[CH:26][CH:25]=3)[CH:22]=[CH:23][C:18]2=[N:17][N:16]=1.CC([C:35]1[C:40]2[N:41]=[C:42]([N:44]([CH2:48][CH2:49][N:50]3[CH2:55][CH2:54][O:53][CH2:52][CH2:51]3)C(=O)[O-])[S:43][C:39]=2[CH:38]=[C:37]([S:56]C#N)[CH:36]=1)(C)C. (7) Given the product [N+:1]([C:4]1[CH:5]=[C:6]([S:20]([NH:23][C:24]([C:25]2[CH:30]=[CH:29][C:28]([N:31]3[CH2:36][CH2:35][N:34]([C:39]([O:41][CH2:42][CH2:43][O:44][CH3:45])=[O:40])[CH2:33][CH2:32]3)=[CH:27][CH:26]=2)=[O:37])(=[O:21])=[O:22])[CH:7]=[CH:8][C:9]=1[NH:10][CH2:11][CH2:12][S:13][C:14]1[CH:15]=[CH:16][CH:17]=[CH:18][CH:19]=1)([O-:3])=[O:2], predict the reactants needed to synthesize it. The reactants are: [N+:1]([C:4]1[CH:5]=[C:6]([S:20]([NH:23][C:24](=[O:37])[C:25]2[CH:30]=[CH:29][C:28]([N:31]3[CH2:36][CH2:35][NH:34][CH2:33][CH2:32]3)=[CH:27][CH:26]=2)(=[O:22])=[O:21])[CH:7]=[CH:8][C:9]=1[NH:10][CH2:11][CH2:12][S:13][C:14]1[CH:19]=[CH:18][CH:17]=[CH:16][CH:15]=1)([O-:3])=[O:2].Cl[C:39]([O:41][CH2:42][CH2:43][O:44][CH3:45])=[O:40]. (8) Given the product [C:1]([O:5][C:6]([N:8]1[CH2:13][CH2:12][N:11]([C:14]2[C:15]3[C:30]([Cl:31])=[CH:29][N:28]=[CH:27][C:16]=3[N:17]=[C:18]([C:20]3[CH:25]=[CH:24][N:23]=[C:22]([NH:32][C:33]4[CH:38]=[CH:37][CH:36]=[CH:35][CH:34]=4)[CH:21]=3)[N:19]=2)[CH2:10][CH2:9]1)=[O:7])([CH3:3])([CH3:2])[CH3:4], predict the reactants needed to synthesize it. The reactants are: [C:1]([O:5][C:6]([N:8]1[CH2:13][CH2:12][N:11]([C:14]2[C:15]3[C:30]([Cl:31])=[CH:29][N:28]=[CH:27][C:16]=3[N:17]=[C:18]([C:20]3[CH:25]=[CH:24][N:23]=[C:22](Cl)[CH:21]=3)[N:19]=2)[CH2:10][CH2:9]1)=[O:7])([CH3:4])([CH3:3])[CH3:2].[NH2:32][C:33]1[CH:38]=[CH:37][CH:36]=[CH:35][CH:34]=1.CC1(C)C2C(=C(P(C3C=CC=CC=3)C3C=CC=CC=3)C=CC=2)OC2C(P(C3C=CC=CC=3)C3C=CC=CC=3)=CC=CC1=2.C(=O)([O-])[O-].[Cs+].[Cs+]. (9) Given the product [ClH:29].[CH:19](/[C:16]1[CH:17]=[C:18]2[C:13]([C:12](=[O:26])[N:11]3[CH2:27][CH2:28][NH:8][CH2:9][C@H:10]32)=[C:14]([C:22]([F:24])([F:25])[F:23])[CH:15]=1)=[CH:20]/[CH3:21], predict the reactants needed to synthesize it. The reactants are: C(OC([N:8]1[CH2:28][CH2:27][N:11]2[C:12](=[O:26])[C:13]3[C:18]([C@@H:10]2[CH2:9]1)=[CH:17][C:16](/[CH:19]=[CH:20]\[CH3:21])=[CH:15][C:14]=3[C:22]([F:25])([F:24])[F:23])=O)(C)(C)C.[ClH:29].